This data is from Full USPTO retrosynthesis dataset with 1.9M reactions from patents (1976-2016). The task is: Predict the reactants needed to synthesize the given product. (1) Given the product [N:15]([CH:8]1[CH:10]([OH:9])[CH2:11][CH2:12][CH:6]([C:4]([O:3][CH2:1][CH3:2])=[O:5])[CH2:7]1)=[N+:16]=[N-:17], predict the reactants needed to synthesize it. The reactants are: [CH2:1]([O:3][C:4]([CH:6]1[CH2:12][CH2:11][CH:10]2[CH:8]([O:9]2)[CH2:7]1)=[O:5])[CH3:2].[Cl-].[NH4+].[N-:15]=[N+:16]=[N-:17].[Na+]. (2) Given the product [O:4]1[C:8]2=[C:9]([N:13]3[CH2:18][CH2:17][N:16]([CH2:19][CH2:20][C@H:21]4[CH2:26][CH2:25][C@H:24]([NH:27][C:28](=[O:31])[CH2:29][CH3:30])[CH2:23][CH2:22]4)[CH2:15][CH2:14]3)[N:10]=[CH:11][CH:12]=[C:7]2[CH2:6][CH2:5]1, predict the reactants needed to synthesize it. The reactants are: Cl.Cl.Cl.[O:4]1[C:8]2=[C:9]([N:13]3[CH2:18][CH2:17][N:16]([CH2:19][CH2:20][C@H:21]4[CH2:26][CH2:25][C@H:24]([NH2:27])[CH2:23][CH2:22]4)[CH2:15][CH2:14]3)[N:10]=[CH:11][CH:12]=[C:7]2[CH2:6][CH2:5]1.[C:28](O)(=[O:31])[CH2:29][CH3:30]. (3) Given the product [Br:26][C:27]1[CH:40]=[CH:39][C:30]([C:31]2([C:21]3[CH:43]=[CH:42][CH:24]=[CH:23][CH:22]=3)[C:10]3[C:9]4=[C:14]([C:15]5[CH:16]=[CH:17][CH:18]=[CH:19][C:20]=5[N:8]4[C:34]4[CH:35]=[CH:36][CH:37]=[CH:38][C:33]2=4)[CH:13]=[CH:12][CH:11]=3)=[CH:29][CH:28]=1, predict the reactants needed to synthesize it. The reactants are: BrC1C=CC=CC=1[N:8]1[C:20]2[CH:19]=[CH:18][CH:17]=[CH:16][C:15]=2[C:14]2[C:9]1=[CH:10][CH:11]=[CH:12][CH:13]=2.[CH2:21]([Li])[CH2:22][CH2:23][CH3:24].[Br:26][C:27]1[CH:40]=[CH:39][C:30]([C:31]([C:33]2[CH:38]=[CH:37][CH:36]=[CH:35][CH:34]=2)=O)=[CH:29][CH:28]=1.O1CC[CH2:43][CH2:42]1. (4) Given the product [NH:11]([C:2]1[C:3]([CH3:9])=[N:4][CH:5]=[C:6]([CH3:8])[N:7]=1)[NH2:12], predict the reactants needed to synthesize it. The reactants are: Cl[C:2]1[C:3]([CH3:9])=[N:4][CH:5]=[C:6]([CH3:8])[N:7]=1.O.[NH2:11][NH2:12]. (5) Given the product [OH:23][CH2:22][C:21]1[CH:24]=[CH:25][C:18]([C@@:14]2([CH3:17])[O:13][C:12](=[O:26])[N:11]([C@H:9]([C:6]3[CH:5]=[CH:4][C:3]([O:2][CH3:1])=[CH:8][CH:7]=3)[CH3:10])[CH2:16][CH2:15]2)=[CH:19][CH:20]=1, predict the reactants needed to synthesize it. The reactants are: [CH3:1][O:2][C:3]1[CH:8]=[CH:7][C:6]([C@@H:9]([N:11]2[CH2:16][CH2:15][C:14]([C:18]3[CH:25]=[CH:24][C:21]([CH:22]=[O:23])=[CH:20][CH:19]=3)([CH3:17])[O:13][C:12]2=[O:26])[CH3:10])=[CH:5][CH:4]=1.[BH4-].[Na+]. (6) Given the product [CH3:34][S:35]([C:2]1[N:3]=[CH:4][C:5]2[N:10]=[C:9]([C:11]3[CH:31]=[C:30]([CH3:32])[C:14]([O:15][CH:16]4[CH2:19][CH:18]([C:20]([O:22][CH2:23][C:24]5[CH:29]=[CH:28][CH:27]=[CH:26][CH:25]=5)=[O:21])[CH2:17]4)=[C:13]([CH3:33])[CH:12]=3)[O:8][C:6]=2[N:7]=1)(=[O:37])=[O:36], predict the reactants needed to synthesize it. The reactants are: Cl[C:2]1[N:3]=[CH:4][C:5]2[N:10]=[C:9]([C:11]3[CH:31]=[C:30]([CH3:32])[C:14]([O:15][CH:16]4[CH2:19][CH:18]([C:20]([O:22][CH2:23][C:24]5[CH:29]=[CH:28][CH:27]=[CH:26][CH:25]=5)=[O:21])[CH2:17]4)=[C:13]([CH3:33])[CH:12]=3)[O:8][C:6]=2[N:7]=1.[CH3:34][S:35]([O-:37])=[O:36].[Na+]. (7) Given the product [Cl:13][C:14]1[CH:15]=[C:16]([O:9][CH:7]2[CH2:8][N:2]([CH3:1])[CH2:3][CH2:4][C:5]3[O:12][CH:11]=[CH:10][C:6]2=3)[CH:17]=[CH:18][C:19]=1[Cl:20], predict the reactants needed to synthesize it. The reactants are: [CH3:1][N:2]1[CH2:8][CH:7]([OH:9])[C:6]2[CH:10]=[CH:11][O:12][C:5]=2[CH2:4][CH2:3]1.[Cl:13][C:14]1[CH:15]=[C:16](F)[CH:17]=[CH:18][C:19]=1[Cl:20]. (8) Given the product [Cl:1][C:2]1[C:10]2[N:6]([C:7]([CH2:14][CH2:15][O:16][CH3:17])=[CH:8][C:9]=2[C:11]([NH:26][CH2:25][CH:22]2[CH2:23][CH2:24][C:19]([F:27])([F:18])[CH2:20][CH2:21]2)=[O:13])[CH:5]=[CH:4][CH:3]=1, predict the reactants needed to synthesize it. The reactants are: [Cl:1][C:2]1[C:10]2[N:6]([C:7]([CH2:14][CH2:15][O:16][CH3:17])=[CH:8][C:9]=2[C:11]([OH:13])=O)[CH:5]=[CH:4][CH:3]=1.[F:18][C:19]1([F:27])[CH2:24][CH2:23][CH:22]([CH2:25][NH2:26])[CH2:21][CH2:20]1.C1C=CC2N(O)N=NC=2C=1.CCN=C=NCCCN(C)C.CCN(CC)CC. (9) Given the product [Cl:23][C:24]1[CH:32]=[CH:31][C:30]([CH2:33][NH:34][C:35](=[O:40])[C:36]([CH3:38])([CH3:37])[CH3:39])=[CH:29][C:25]=1[C:26]([NH:17][C:12]1[CH:13]=[CH:14][CH:15]=[C:16]2[C:11]=1[CH:10]=[CH:9][N:8]=[C:7]2[O:6][C:5]1[CH:18]=[CH:19][CH:20]=[C:3]([C:2]([F:1])([F:21])[F:22])[CH:4]=1)=[O:27], predict the reactants needed to synthesize it. The reactants are: [F:1][C:2]([F:22])([F:21])[C:3]1[CH:4]=[C:5]([CH:18]=[CH:19][CH:20]=1)[O:6][C:7]1[C:16]2[CH:15]=[CH:14][CH:13]=[C:12]([NH2:17])[C:11]=2[CH:10]=[CH:9][N:8]=1.[Cl:23][C:24]1[CH:32]=[CH:31][C:30]([CH2:33][NH:34][C:35](=[O:40])[C:36]([CH3:39])([CH3:38])[CH3:37])=[CH:29][C:25]=1[C:26](O)=[O:27].C(Cl)(=O)C(Cl)=O.CCN(C(C)C)C(C)C. (10) Given the product [Cl:1][C:2]1[C:11]2[N:12]=[C:13]([CH3:18])[N:14]([CH2:15][CH2:16][O:17][CH2:21]/[CH:22]=[CH:23]/[C:24]3[CH:29]=[CH:28][CH:27]=[CH:26][CH:25]=3)[C:10]=2[C:9]2[CH:8]=[CH:7][CH:6]=[CH:5][C:4]=2[N:3]=1, predict the reactants needed to synthesize it. The reactants are: [Cl:1][C:2]1[C:11]2[N:12]=[C:13]([CH3:18])[N:14]([CH2:15][CH2:16][OH:17])[C:10]=2[C:9]2[CH:8]=[CH:7][CH:6]=[CH:5][C:4]=2[N:3]=1.[OH-].[Na+].[CH2:21](Br)[CH:22]=[CH:23][C:24]1[CH:29]=[CH:28][CH:27]=[CH:26][CH:25]=1.